Task: Predict the reaction yield, written as a fraction of the theoretical maximum amount of product (1.0 means a 100% yield; for example, 0.34 means a 34% yield).. Dataset: Reaction yield outcomes from USPTO patents with 853,638 reactions (1) The reactants are [CH2:1]1[C:7]2[CH:8]=[CH:9][CH:10]=[CH:11][C:6]=2[CH2:5][CH2:4][NH:3][C:2]1=O. The catalyst is C1COCC1. The product is [CH2:5]1[C:6]2[CH:11]=[CH:10][CH:9]=[CH:8][C:7]=2[CH2:1][CH2:2][NH:3][CH2:4]1. The yield is 0.690. (2) The reactants are [Cl:1][C:2]1[CH:7]=[CH:6][C:5]([CH2:8][C:9](=[C:11]2C(=O)O[C:14](C)([CH3:18])[O:13][C:12]2=[O:20])[OH:10])=[CH:4][CH:3]=1. The catalyst is C(O)C. The product is [Cl:1][C:2]1[CH:3]=[CH:4][C:5]([CH2:8][C:9](=[O:10])[CH2:11][C:12]([O:13][CH2:14][CH3:18])=[O:20])=[CH:6][CH:7]=1. The yield is 0.730. (3) The reactants are [CH2:1]([C:6]1[CH:11]=[CH:10][C:9]([C:12]2[N:16]([CH3:17])[N:15]=[C:14]([C:18](=O)[CH3:19])[C:13]=2[OH:21])=[CH:8][CH:7]=1)[CH2:2][CH2:3][CH2:4][CH3:5].[NH:22]([C:24]([NH:26][C:27]1[CH:35]=[CH:34][C:30]([C:31]([OH:33])=[O:32])=[CH:29][CH:28]=1)=[S:25])[NH2:23].CN(C)C=O. The catalyst is Cl.O. The product is [CH2:1]([C:6]1[CH:11]=[CH:10][C:9]([C:12]2[N:16]([CH3:17])[N:15]=[C:14]([C:18](=[N:23][NH:22][C:24]([NH:26][C:27]3[CH:35]=[CH:34][C:30]([C:31]([OH:33])=[O:32])=[CH:29][CH:28]=3)=[S:25])[CH3:19])[C:13]=2[OH:21])=[CH:8][CH:7]=1)[CH2:2][CH2:3][CH2:4][CH3:5]. The yield is 0.760.